This data is from Full USPTO retrosynthesis dataset with 1.9M reactions from patents (1976-2016). The task is: Predict the reactants needed to synthesize the given product. (1) Given the product [CH3:13][N:14]([CH3:22])[C:15]([CH3:19])([CH2:16][CH3:17])[C:20]#[N:21], predict the reactants needed to synthesize it. The reactants are: Cl.CNC.CC(=O)CC.[C-]#N.[K+].[CH3:13][N:14]([CH3:22])[C:15]1([C:20]#[N:21])[CH2:19]C[CH2:17][CH2:16]1. (2) The reactants are: [CH2:1]([O:5][C:6]1[CH:7]=[CH:8][C:9]([CH2:12]Cl)=[N:10][CH:11]=1)[CH2:2][CH2:3][CH3:4].[C-:14]#[N:15].[Na+].C(O)C. Given the product [CH2:1]([O:5][C:6]1[CH:7]=[CH:8][C:9]([CH2:12][C:14]#[N:15])=[N:10][CH:11]=1)[CH2:2][CH2:3][CH3:4], predict the reactants needed to synthesize it.